This data is from Full USPTO retrosynthesis dataset with 1.9M reactions from patents (1976-2016). The task is: Predict the reactants needed to synthesize the given product. The reactants are: [N+:1]([C:4]1[CH:24]=[CH:23][C:7]([O:8][C:9]2[CH:10]=[C:11]([C:19]([O:21][CH3:22])=[O:20])[CH:12]=[C:13]([CH:18]=2)[C:14]([O:16][CH3:17])=[O:15])=[CH:6][CH:5]=1)([O-])=O.O1CCCC1.[H][H]. Given the product [NH2:1][C:4]1[CH:5]=[CH:6][C:7]([O:8][C:9]2[CH:18]=[C:13]([C:14]([O:16][CH3:17])=[O:15])[CH:12]=[C:11]([CH:10]=2)[C:19]([O:21][CH3:22])=[O:20])=[CH:23][CH:24]=1, predict the reactants needed to synthesize it.